Dataset: Reaction yield outcomes from USPTO patents with 853,638 reactions. Task: Predict the reaction yield, written as a fraction of the theoretical maximum amount of product (1.0 means a 100% yield; for example, 0.34 means a 34% yield). The reactants are [Cl:1][C:2]1[O:6][C:5]([C:7]([NH:9][C@@H:10]([CH2:23][C:24]2[CH:29]=[CH:28][CH:27]=[CH:26][C:25]=2[C:30]([F:33])([F:32])[F:31])[CH2:11][N:12]2C(=O)C3C(=CC=CC=3)C2=O)=[O:8])=[CH:4][C:3]=1[C:34]1[N:38]([CH3:39])[N:37]=[CH:36][CH:35]=1.NN. The catalyst is O1CCCC1.CO. The product is [NH2:12][CH2:11][C@@H:10]([NH:9][C:7]([C:5]1[O:6][C:2]([Cl:1])=[C:3]([C:34]2[N:38]([CH3:39])[N:37]=[CH:36][CH:35]=2)[CH:4]=1)=[O:8])[CH2:23][C:24]1[CH:29]=[CH:28][CH:27]=[CH:26][C:25]=1[C:30]([F:33])([F:32])[F:31]. The yield is 0.660.